This data is from Full USPTO retrosynthesis dataset with 1.9M reactions from patents (1976-2016). The task is: Predict the reactants needed to synthesize the given product. (1) The reactants are: [CH3:1][CH:2]([CH3:21])[CH:3]=[C:4]([C:12]1[NH:20][C:15]2=[N:16][CH:17]=[CH:18][CH:19]=[C:14]2[CH:13]=1)[C:5]1[CH:6]=[C:7]([CH3:11])[CH:8]=[CH:9][CH:10]=1. Given the product [CH3:1][CH:2]([CH3:21])[CH2:3][CH:4]([C:12]1[NH:20][C:15]2=[N:16][CH:17]=[CH:18][CH:19]=[C:14]2[CH:13]=1)[C:5]1[CH:6]=[C:7]([CH3:11])[CH:8]=[CH:9][CH:10]=1, predict the reactants needed to synthesize it. (2) Given the product [C:33]([NH:1][C:2]1[CH:7]=[CH:6][C:5]([C:8]2[C:12]([CH2:13][N:14]([CH3:26])[CH2:15][CH2:16][N:17]([CH3:25])[C:18](=[O:24])[O:19][C:20]([CH3:23])([CH3:22])[CH3:21])=[CH:11][N:10]([CH:27]3[CH2:32][CH2:31][CH2:30][CH2:29][O:28]3)[N:9]=2)=[CH:4][CH:3]=1)(=[O:37])[C:34]([CH3:36])=[CH2:35], predict the reactants needed to synthesize it. The reactants are: [NH2:1][C:2]1[CH:7]=[CH:6][C:5]([C:8]2[C:12]([CH2:13][N:14]([CH3:26])[CH2:15][CH2:16][N:17]([CH3:25])[C:18](=[O:24])[O:19][C:20]([CH3:23])([CH3:22])[CH3:21])=[CH:11][N:10]([CH:27]3[CH2:32][CH2:31][CH2:30][CH2:29][O:28]3)[N:9]=2)=[CH:4][CH:3]=1.[C:33](Cl)(=[O:37])[C:34]([CH3:36])=[CH2:35].O.